Dataset: Forward reaction prediction with 1.9M reactions from USPTO patents (1976-2016). Task: Predict the product of the given reaction. (1) Given the reactants Cl[C:2]1[CH:3]=[CH:4][C:5]([C:15]([N:17]2[CH2:22][CH2:21][N:20]([C:23]3[C:28]([CH3:29])=[CH:27][C:26]([CH3:30])=[CH:25][N:24]=3)[CH2:19][CH2:18]2)=[O:16])=[C:6]([N:8]2[CH2:12][CH2:11][N:10]([CH3:13])[C:9]2=[O:14])[CH:7]=1.[CH3:31][C@@H:32]1[CH2:36][O:35][C:34](=[O:37])[NH:33]1, predict the reaction product. The product is: [CH3:29][C:28]1[C:23]([N:20]2[CH2:21][CH2:22][N:17]([C:15]([C:5]3[CH:4]=[CH:3][C:2]([N:33]4[C@H:32]([CH3:31])[CH2:36][O:35][C:34]4=[O:37])=[CH:7][C:6]=3[N:8]3[CH2:12][CH2:11][N:10]([CH3:13])[C:9]3=[O:14])=[O:16])[CH2:18][CH2:19]2)=[N:24][CH:25]=[C:26]([CH3:30])[CH:27]=1. (2) Given the reactants Cl.COC(=O)C[NH:6][C:7]1[CH:12]=[CH:11]C=CC=1.[OH-].[Na+].[CH:16](=O)[C:17]1[CH:22]=[CH:21][CH:20]=[CH:19][CH:18]=1.[CH2:24]=C(CCl)CCl.[CH3:30][O:31][CH:32](OC)[O:33]C, predict the reaction product. The product is: [CH2:24]=[C:12]1[CH2:7][NH:6][C@:16]([C:17]2[CH:22]=[CH:21][CH:20]=[CH:19][CH:18]=2)([C:32]([O:31][CH3:30])=[O:33])[CH2:11]1.